Dataset: Reaction yield outcomes from USPTO patents with 853,638 reactions. Task: Predict the reaction yield, written as a fraction of the theoretical maximum amount of product (1.0 means a 100% yield; for example, 0.34 means a 34% yield). (1) The reactants are [Cl:1][C:2]1[CH:3]=[CH:4][C:5]([N:14]2[CH:18]=[N:17][N:16]=[N:15]2)=[C:6]([CH:13]=1)[C:7](N(OC)C)=[O:8].[H-].[H-].[H-].[H-].[Li+].[Al+3].O. The catalyst is C1COCC1. The product is [Cl:1][C:2]1[CH:3]=[CH:4][C:5]([N:14]2[CH:18]=[N:17][N:16]=[N:15]2)=[C:6]([CH:13]=1)[CH:7]=[O:8]. The yield is 0.890. (2) The reactants are [CH2:1]([O:3][C:4]([C:6]1[O:7][C:8]2[CH:15]=[CH:14][CH:13]=[C:12]([OH:16])[C:9]=2[C:10]=1[CH3:11])=[O:5])[CH3:2].[Br:17]N1C(=O)CCC1=O. The catalyst is C(Cl)(Cl)(Cl)Cl. The product is [CH2:1]([O:3][C:4]([C:6]1[O:7][C:8]2[CH:15]=[CH:14][C:13]([Br:17])=[C:12]([OH:16])[C:9]=2[C:10]=1[CH3:11])=[O:5])[CH3:2]. The yield is 0.590. (3) No catalyst specified. The reactants are [Cl:1][C:2]1[CH:3]=[C:4]([CH2:8][C:9]#[N:10])[CH:5]=[CH:6][CH:7]=1.CN(C)CCN(C)C.CO[CH:21](OC)[N:22]([CH3:24])[CH3:23]. The yield is 1.00. The product is [CH3:23][N:22]([CH3:24])[CH:21]=[C:8]([C:4]1[CH:5]=[CH:6][CH:7]=[C:2]([Cl:1])[CH:3]=1)[C:9]#[N:10]. (4) The catalyst is O1CCCC1.O. The reactants are [CH2:1]([C:3]1([CH:16]=[O:17])[CH2:15][CH:6]2[CH2:7][N:8]([C:10]([N:12]([CH3:14])[CH3:13])=[O:11])[CH2:9][CH:5]2[CH2:4]1)[CH3:2].O.O.P([O-])(O)(O)=[O:21].[Na+].Cl([O-])=O.[Na+].CC(=CC)C. The product is [CH2:1]([C:3]1([C:16]([OH:21])=[O:17])[CH2:15][CH:6]2[CH2:7][N:8]([C:10](=[O:11])[N:12]([CH3:13])[CH3:14])[CH2:9][CH:5]2[CH2:4]1)[CH3:2]. The yield is 1.00.